From a dataset of Full USPTO retrosynthesis dataset with 1.9M reactions from patents (1976-2016). Predict the reactants needed to synthesize the given product. (1) The reactants are: C(OC([NH:8][C@@H:9]1[CH2:14][CH2:13][CH2:12][N:11]([C:15]2[N:20]3[N:21]=[CH:22][CH:23]=[C:19]3[N:18]=[C:17]([CH3:24])[C:16]=2[CH:25]([CH2:31][CH2:32][CH3:33])[C:26]([O:28][CH2:29][CH3:30])=[O:27])[CH2:10]1)=O)(C)(C)C.FC(F)(F)C(O)=O.C1(C)C=CC=CC=1.[Cl:48][C:49]1[CH:54]=[CH:53][C:52]([S:55](Cl)(=[O:57])=[O:56])=[CH:51][CH:50]=1. Given the product [Cl:48][C:49]1[CH:54]=[CH:53][C:52]([S:55]([NH:8][C@@H:9]2[CH2:14][CH2:13][CH2:12][N:11]([C:15]3[N:20]4[N:21]=[CH:22][CH:23]=[C:19]4[N:18]=[C:17]([CH3:24])[C:16]=3[CH:25]([CH2:31][CH2:32][CH3:33])[C:26]([O:28][CH2:29][CH3:30])=[O:27])[CH2:10]2)(=[O:57])=[O:56])=[CH:51][CH:50]=1, predict the reactants needed to synthesize it. (2) Given the product [F:21][C:18]1[CH:19]=[CH:20][C:15]([O:14][C:11]2[CH:12]=[CH:13][C:8]([C:6]3[N:5]=[C:4]([C:22]([O:24][CH3:25])=[O:23])[CH:3]=[C:2]([CH:26]=[CH2:27])[CH:7]=3)=[CH:9][CH:10]=2)=[CH:16][CH:17]=1, predict the reactants needed to synthesize it. The reactants are: Cl[C:2]1[CH:7]=[C:6]([C:8]2[CH:13]=[CH:12][C:11]([O:14][C:15]3[CH:20]=[CH:19][C:18]([F:21])=[CH:17][CH:16]=3)=[CH:10][CH:9]=2)[N:5]=[C:4]([C:22]([O:24][CH3:25])=[O:23])[CH:3]=1.[CH3:26][CH2:27]CC[N+](CCCC)(CCCC)CCCC.[F-].CC1(C)C(C)(C)OB(C=C)O1. (3) Given the product [F:25][C:5]1[CH:4]=[C:3]([NH:2][C:108](=[O:120])[CH2:109][C:110]([NH:112][C:113]2[CH:118]=[CH:117][C:116]([F:119])=[CH:115][CH:114]=2)=[O:111])[CH:24]=[CH:23][C:6]=1[O:7][C:8]1[CH:13]=[CH:12][N:11]=[C:10]([NH:14][CH2:15][CH2:16][N:17]2[CH2:22][CH2:21][O:20][CH2:19][CH2:18]2)[CH:9]=1, predict the reactants needed to synthesize it. The reactants are: Cl.[NH2:2][C:3]1[CH:24]=[CH:23][C:6]([O:7][C:8]2[CH:13]=[CH:12][N:11]=[C:10]([NH:14][CH2:15][CH2:16][N:17]3[CH2:22][CH2:21][O:20][CH2:19][CH2:18]3)[CH:9]=2)=[C:5]([F:25])[CH:4]=1.NC1N=CN=C(OC2C=CC(NC(NC(=O)CC3C=CC(F)=CC=3)=S)=CC=2F)C=1.CN(C(ON1N=NC2C=CC=CC1=2)=[N+](C)C)C.[B-](F)(F)(F)F.CCN(C(C)C)C(C)C.COC1C=CC(CNC2N=C(OC3C=CC(N[C:108](=[O:120])[CH2:109][C:110]([NH:112][C:113]4[CH:118]=[CH:117][C:116]([F:119])=[CH:115][CH:114]=4)=[O:111])=CC=3F)C=CN=2)=CC=1. (4) Given the product [CH:12]1[C:8]2[CH2:9][CH2:10][C:11]3[CH:1]=[CH:2][CH:3]=[CH:4][C:5]=3[C:6](=[C:16]3[CH2:21][CH2:20][CH2:19][CH:18]([NH:22][S:37]([C:34]4[CH:35]=[CH:36][C:31]([Cl:30])=[CH:32][CH:33]=4)(=[O:39])=[O:38])[CH2:17]3)[C:7]=2[CH:15]=[CH:14][CH:13]=1, predict the reactants needed to synthesize it. The reactants are: [CH:1]1[C:11]2[CH2:10][CH2:9][C:8]3[CH:12]=[CH:13][CH:14]=[CH:15][C:7]=3[C:6](=[C:16]3[CH2:21][CH2:20][CH2:19][CH:18]([NH2:22])[CH2:17]3)[C:5]=2[CH:4]=[CH:3][CH:2]=1.C(N(CC)CC)C.[Cl:30][C:31]1[CH:36]=[CH:35][C:34]([S:37](Cl)(=[O:39])=[O:38])=[CH:33][CH:32]=1. (5) Given the product [Cl:13][C:14]1[C:18]([N:31]([CH2:28][CH3:29])[C:8](=[O:10])[CH2:7][CH2:6][S:5][CH2:4][CH2:3][C:2]([F:1])([F:12])[F:11])=[CH:17][N:16]([C:19]2[CH:20]=[N:21][CH:22]=[CH:23][CH:24]=2)[N:15]=1, predict the reactants needed to synthesize it. The reactants are: [F:1][C:2]([F:12])([F:11])[CH2:3][CH2:4][S:5][CH2:6][CH2:7][C:8]([OH:10])=O.[Cl:13][C:14]1(NCC)[CH:18]=[CH:17][N:16]([C:19]2[CH:20]=[N:21][CH:22]=[CH:23][CH:24]=2)[NH:15]1.[CH:28]([N:31](C(C)C)CC)(C)[CH3:29].